From a dataset of Reaction yield outcomes from USPTO patents with 853,638 reactions. Predict the reaction yield, written as a fraction of the theoretical maximum amount of product (1.0 means a 100% yield; for example, 0.34 means a 34% yield). (1) The yield is 0.399. The reactants are [NH2:1][NH:2][C:3]([NH2:5])=[S:4].[Br:6][C:7]1[CH:8]=[C:9]([CH:12]=[CH:13][CH:14]=1)[CH:10]=O. The product is [Br:6][C:7]1[CH:8]=[C:9]([C:10]2[S:4][C:3]([NH2:5])=[N:2][N:1]=2)[CH:12]=[CH:13][CH:14]=1. The catalyst is O.C(O)C.O.O.O.O.O.O.[Fe](Cl)(Cl)Cl. (2) The yield is 0.890. The reactants are [Cl:1][C:2]1[C:3]([N:16]2[CH2:21][CH2:20][CH2:19][C@@H:18]([N:22](C)[C:23](=O)OC(C)(C)C)[CH2:17]2)=[C:4]2[C:10]([NH:11][C:12](=[O:15])[CH2:13][CH3:14])=[CH:9][NH:8][C:5]2=[N:6][CH:7]=1.C(O)(C(F)(F)F)=O. The product is [ClH:1].[Cl:1][C:2]1[C:3]([N:16]2[CH2:21][CH2:20][CH2:19][C@@H:18]([NH:22][CH3:23])[CH2:17]2)=[C:4]2[C:10]([NH:11][C:12](=[O:15])[CH2:13][CH3:14])=[CH:9][NH:8][C:5]2=[N:6][CH:7]=1. The catalyst is C(Cl)Cl. (3) The reactants are [Cl:1][C:2]1[C:7]([O:8][CH3:9])=[C:6](Cl)[N:5]=[CH:4][N:3]=1.[NH3:11]. The catalyst is C(O)CCC. The product is [NH2:11][C:6]1[C:7]([O:8][CH3:9])=[C:2]([Cl:1])[N:3]=[CH:4][N:5]=1. The yield is 0.400. (4) The reactants are [CH:1]1([CH2:4][O:5]C2C=CC(CN3CCC4C(=CC=C(C(=O)C)C=4)C3)=CC=2)CC1.[CH:26]1([CH2:29][O:30][C:31]2[CH:50]=[CH:49][C:34]([CH2:35][N:36]3[CH2:45][CH2:44][C:43]4[C:38](=[CH:39][CH:40]=[C:41]([CH:46]([NH2:48])[CH3:47])[CH:42]=4)[CH2:37]3)=[CH:33][CH:32]=2)[CH2:28][CH2:27]1.C(OC(=O)C)(=O)C. The catalyst is C(Cl)Cl. The product is [CH:26]1([CH2:29][O:30][C:31]2[CH:50]=[CH:49][C:34]([CH2:35][N:36]3[CH2:45][CH2:44][C:43]4[C:38](=[CH:39][CH:40]=[C:41]([CH:46]([NH:48][C:4](=[O:5])[CH3:1])[CH3:47])[CH:42]=4)[CH2:37]3)=[CH:33][CH:32]=2)[CH2:28][CH2:27]1. The yield is 0.267. (5) The reactants are O=[C:2]([C:7]1[CH:12]=[CH:11][CH:10]=[CH:9][CH:8]=1)[CH2:3][S:4][C:5]#[N:6].O.S(=O)(=O)(O)[OH:15]. The catalyst is C(O)(=O)C. The product is [C:7]1([C:2]2[N:6]=[C:5]([OH:15])[S:4][CH:3]=2)[CH:12]=[CH:11][CH:10]=[CH:9][CH:8]=1. The yield is 0.843. (6) The reactants are Cl[C:2]1[C:11]2[C:6](=[CH:7][CH:8]=[C:9]([Cl:12])[CH:10]=2)[N:5]([CH3:13])[C:4](=[O:14])[C:3]=1[C:15]#[N:16].[NH:17]1[CH2:22][CH2:21][NH:20][CH2:19][CH2:18]1. The catalyst is ClCCl. The product is [Cl:12][C:9]1[CH:10]=[C:11]2[C:6](=[CH:7][CH:8]=1)[N:5]([CH3:13])[C:4](=[O:14])[C:3]([C:15]#[N:16])=[C:2]2[N:17]1[CH2:22][CH2:21][NH:20][CH2:19][CH2:18]1. The yield is 0.990.